This data is from Forward reaction prediction with 1.9M reactions from USPTO patents (1976-2016). The task is: Predict the product of the given reaction. Given the reactants [O:1]1[CH2:6][CH2:5][CH2:4][CH2:3][CH:2]1[N:7]1[CH:11]=[C:10](B2OC(C)(C)C(C)(C)O2)[CH:9]=[N:8]1.Cl[C:22]1[N:27]=[C:26]2[CH:28]=[CH:29][N:30]([S:31]([C:34]3[CH:40]=[CH:39][C:37]([CH3:38])=[CH:36][CH:35]=3)(=[O:33])=[O:32])[C:25]2=[CH:24][CH:23]=1.C([O-])([O-])=O.[Na+].[Na+].ClCCl, predict the reaction product. The product is: [O:1]1[CH2:6][CH2:5][CH2:4][CH2:3][CH:2]1[N:7]1[CH:11]=[C:10]([C:22]2[N:27]=[C:26]3[CH:28]=[CH:29][N:30]([S:31]([C:34]4[CH:40]=[CH:39][C:37]([CH3:38])=[CH:36][CH:35]=4)(=[O:32])=[O:33])[C:25]3=[CH:24][CH:23]=2)[CH:9]=[N:8]1.